This data is from Full USPTO retrosynthesis dataset with 1.9M reactions from patents (1976-2016). The task is: Predict the reactants needed to synthesize the given product. Given the product [Br:1][C:2]1[CH:8]=[CH:7][CH:6]=[C:5]2[C:3]=1[NH:4][C:25]([C:24]([O:28][CH2:13][CH3:14])=[O:10])=[C:26]2[CH2:27][CH2:23][C:21]([O:20][CH2:18][CH3:19])=[O:22], predict the reactants needed to synthesize it. The reactants are: [Br:1][C:2]1[CH:8]=[CH:7][CH:6]=[CH:5][C:3]=1[NH2:4].N([O-])=[O:10].[Na+].[C:13]([O-])(=O)[CH3:14].[Na+].[CH2:18]([O:20][C:21]([CH:23]1[CH2:27][CH2:26][CH2:25][C:24]1=[O:28])=[O:22])[CH3:19].